Task: Predict the product of the given reaction.. Dataset: Forward reaction prediction with 1.9M reactions from USPTO patents (1976-2016) (1) Given the reactants [CH:1]1([CH:7]([C:11]2[CH:16]=[CH:15][CH:14]=[CH:13][CH:12]=2)[C:8]([OH:10])=[O:9])[CH2:6][CH2:5][CH2:4][CH2:3][CH2:2]1.Cl.[CH3:18]O, predict the reaction product. The product is: [CH3:18][O:9][C:8](=[O:10])[CH:7]([CH:1]1[CH2:6][CH2:5][CH2:4][CH2:3][CH2:2]1)[C:11]1[CH:12]=[CH:13][CH:14]=[CH:15][CH:16]=1. (2) Given the reactants [CH3:1][O:2][C:3]1[CH:4]=[C:5]([CH:8]=[CH:9][C:10]=1[O:11][CH3:12])[CH:6]=O.[CH3:13][O:14][C:15]1[CH:16]=[C:17]([CH:21]=[CH:22][C:23]=1[O:24][CH3:25])[CH2:18][C:19]#[N:20], predict the reaction product. The product is: [CH3:13][O:14][C:15]1[CH:16]=[C:17](/[C:18](=[CH:6]/[C:5]2[CH:8]=[CH:9][C:10]([O:11][CH3:12])=[C:3]([O:2][CH3:1])[CH:4]=2)/[C:19]#[N:20])[CH:21]=[CH:22][C:23]=1[O:24][CH3:25].